Dataset: Peptide-MHC class II binding affinity with 134,281 pairs from IEDB. Task: Regression. Given a peptide amino acid sequence and an MHC pseudo amino acid sequence, predict their binding affinity value. This is MHC class II binding data. (1) The peptide sequence is LELLLKNLTTKSYED. The MHC is DRB1_0101 with pseudo-sequence DRB1_0101. The binding affinity (normalized) is 0.563. (2) The peptide sequence is PVTQRDQRAASRVRA. The MHC is H-2-IAd with pseudo-sequence H-2-IAd. The binding affinity (normalized) is 0.296. (3) The peptide sequence is NELQIVDKIDAAFKI. The MHC is DRB1_1501 with pseudo-sequence DRB1_1501. The binding affinity (normalized) is 0.344. (4) The peptide sequence is NISGYNFSLGAAVKA. The MHC is DRB5_0101 with pseudo-sequence DRB5_0101. The binding affinity (normalized) is 0.800. (5) The peptide sequence is SKGGMRNVFDEVIPT. The MHC is HLA-DPA10103-DPB10201 with pseudo-sequence HLA-DPA10103-DPB10201. The binding affinity (normalized) is 0.267. (6) The peptide sequence is GFFTSVGKGIHTVFG. The MHC is DRB1_0101 with pseudo-sequence DRB1_0101. The binding affinity (normalized) is 0.563.